Dataset: hERG Central: cardiac toxicity at 1µM, 10µM, and general inhibition. Task: Predict hERG channel inhibition at various concentrations. (1) The compound is CN(C)S(=O)(=O)c1cc(C(=O)Nc2ccccc2C(=O)NC2CC2)ccc1Cl. Results: hERG_inhib (hERG inhibition (general)): blocker. (2) The molecule is COc1ccc(NC(=S)N(CCCN2CCOCC2)C(C)c2cc3ccccc3o2)cc1. Results: hERG_inhib (hERG inhibition (general)): blocker.